From a dataset of Full USPTO retrosynthesis dataset with 1.9M reactions from patents (1976-2016). Predict the reactants needed to synthesize the given product. (1) The reactants are: [CH3:1][O:2][C:3]1[CH:46]=[CH:45][C:6]([C:7]([O:22][CH2:23][C@@H:24]([OH:44])[C@@H:25]([OH:43])[C@@H:26]([O:39][CH2:40][CH2:41][F:42])[C@H:27]([N:30]2[CH:38]=[C:36]([CH3:37])[C:34](=[O:35])[NH:33][C:31]2=[O:32])[CH2:28][OH:29])([C:16]2[CH:21]=[CH:20][CH:19]=[CH:18][CH:17]=2)[C:8]2[CH:13]=[CH:12][C:11]([O:14][CH3:15])=[CH:10][CH:9]=2)=[CH:5][CH:4]=1.N1C=CN=C1.O=P12OP3(OP(OP(O3)(O1)=O)(=O)O2)=O.Cl[Si:67]([CH2:72][CH3:73])([CH2:70][CH3:71])[CH2:68][CH3:69]. Given the product [CH3:15][O:14][C:11]1[CH:12]=[CH:13][C:8]([C:7]([O:22][CH2:23][C@@H:24]([OH:44])[C@@H:25]([O:43][Si:67]([CH2:72][CH3:73])([CH2:70][CH3:71])[CH2:68][CH3:69])[C@@H:26]([O:39][CH2:40][CH2:41][F:42])[C@H:27]([N:30]2[CH:38]=[C:36]([CH3:37])[C:34](=[O:35])[NH:33][C:31]2=[O:32])[CH2:28][OH:29])([C:16]2[CH:17]=[CH:18][CH:19]=[CH:20][CH:21]=2)[C:6]2[CH:45]=[CH:46][C:3]([O:2][CH3:1])=[CH:4][CH:5]=2)=[CH:9][CH:10]=1, predict the reactants needed to synthesize it. (2) The reactants are: [CH3:1][N:2]([CH:15]1[CH2:20][CH2:19][N:18](C(OC(C)(C)C)=O)[CH2:17][CH2:16]1)[C:3]([C:5]1[CH:6]=[C:7]2[C:11](=[CH:12][CH:13]=1)[C:10](=[O:14])[O:9][CH2:8]2)=[O:4].[ClH:28]. Given the product [ClH:28].[CH3:1][N:2]([CH:15]1[CH2:20][CH2:19][NH:18][CH2:17][CH2:16]1)[C:3]([C:5]1[CH:6]=[C:7]2[C:11](=[CH:12][CH:13]=1)[C:10](=[O:14])[O:9][CH2:8]2)=[O:4], predict the reactants needed to synthesize it. (3) Given the product [N:62]1([S:59]([C:55]2[C:56]([F:58])=[CH:57][C:52]([O:51][C:45]3[CH:46]=[CH:47][C:48]([Cl:50])=[CH:49][C:44]=3[C:41]3[CH:42]=[CH:43][C:38]4[O:37][N:36]=[C:35]([NH2:31])[C:39]=4[CH:40]=3)=[C:53]([F:67])[CH:54]=2)(=[O:60])=[O:61])[CH:66]=[CH:65][CH:64]=[N:63]1, predict the reactants needed to synthesize it. The reactants are: ClC1C=CC(O)=C(C2C=NN3C=CC=NC=23)C=1.C(C1C2C([N:31]([C:35]3[C:39]4[C:40](C(C)(C)C)=[C:41]([C:44]5[CH:49]=[C:48]([Cl:50])[CH:47]=[CH:46][C:45]=5[O:51][C:52]5[CH:57]=[C:56]([F:58])[C:55]([S:59]([N:62]6[CH:66]=[CH:65][CH:64]=[N:63]6)(=[O:61])=[O:60])=[CH:54][C:53]=5[F:67])[CH:42]=[CH:43][C:38]=4[O:37][N:36]=3)C(=O)[O-])=NOC=2C=CC=1C1C=C(Cl)C=CC=1OC1C=C(F)C(S(N2C=CC=N2)(=O)=O)=CC=1F)(C)(C)C. (4) The reactants are: [CH2:1]([O:8][C:9]1[CH:16]=[CH:15][C:12]([CH:13]=O)=[CH:11][CH:10]=1)[C:2]1[CH:7]=[CH:6][CH:5]=[CH:4][CH:3]=1.[NH2:17][C:18]1[N:23]=[C:22]([CH:24]([C:30]([O:32][CH2:33][CH3:34])=[O:31])[C:25]([O:27][CH2:28][CH3:29])=[O:26])[CH:21]=[CH:20][C:19]=1[N+:35]([O-])=O.S(S([O-])=O)([O-])=O.[Na+].[Na+].[NH4+].[OH-]. Given the product [CH2:1]([O:8][C:9]1[CH:16]=[CH:15][C:12]([C:13]2[NH:17][C:18]3=[N:23][C:22]([CH:24]([C:30]([O:32][CH2:33][CH3:34])=[O:31])[C:25]([O:27][CH2:28][CH3:29])=[O:26])=[CH:21][CH:20]=[C:19]3[N:35]=2)=[CH:11][CH:10]=1)[C:2]1[CH:7]=[CH:6][CH:5]=[CH:4][CH:3]=1, predict the reactants needed to synthesize it. (5) Given the product [F:1][C:2]1[CH:7]=[CH:6][C:5]([C:8]2[N:9]=[C:10]([C:19]3[CH:24]=[CH:23][C:22]([S:25]([CH3:27])(=[O:30])=[O:26])=[CH:21][CH:20]=3)[NH:11][C:12]=2[C:13]2[CH:14]=[CH:15][N:16]=[CH:17][CH:18]=2)=[CH:4][CH:3]=1, predict the reactants needed to synthesize it. The reactants are: [F:1][C:2]1[CH:7]=[CH:6][C:5]([C:8]2[N:9]=[C:10]([C:19]3[CH:24]=[CH:23][C:22]([S:25]([CH3:27])=[O:26])=[CH:21][CH:20]=3)[NH:11][C:12]=2[C:13]2[CH:18]=[CH:17][N:16]=[CH:15][CH:14]=2)=[CH:4][CH:3]=1.Cl.O.[O-:30][Mn](=O)(=O)=O.[K+].[O-]S([O-])=O.[Na+].[Na+].Cl.[OH-].[Na+].